Dataset: Peptide-MHC class II binding affinity with 134,281 pairs from IEDB. Task: Regression. Given a peptide amino acid sequence and an MHC pseudo amino acid sequence, predict their binding affinity value. This is MHC class II binding data. (1) The peptide sequence is GSLKTALTGAMRVTK. The MHC is HLA-DQA10501-DQB10303 with pseudo-sequence HLA-DQA10501-DQB10303. The binding affinity (normalized) is 0.510. (2) The peptide sequence is GYKVLVLNPSV. The MHC is DRB1_1302 with pseudo-sequence DRB1_1302. The binding affinity (normalized) is 0.719.